From a dataset of Catalyst prediction with 721,799 reactions and 888 catalyst types from USPTO. Predict which catalyst facilitates the given reaction. (1) Reactant: C([O:3][C:4]([C:6]1[S:7][CH:8]=[C:9]([C:11]2[CH:16]=[C:15]([Br:17])[C:14]([OH:18])=[C:13]([Br:19])[CH:12]=2)[N:10]=1)=[O:5])C.O.[OH-].[Li+]. Product: [Br:19][C:13]1[CH:12]=[C:11]([C:9]2[N:10]=[C:6]([C:4]([OH:5])=[O:3])[S:7][CH:8]=2)[CH:16]=[C:15]([Br:17])[C:14]=1[OH:18]. The catalyst class is: 36. (2) Reactant: [CH3:1][O-:2].[Na+].[Cl:4][C:5]1[C:10]([Cl:11])=[CH:9][CH:8]=[CH:7][C:6]=1[S:12]([NH:15][C:16]1[C:25](Cl)=[N:24][C:23]2[C:18](=[CH:19][C:20]([Cl:28])=[C:21]([Cl:27])[CH:22]=2)[N:17]=1)(=[O:14])=[O:13]. Product: [Cl:4][C:5]1[C:10]([Cl:11])=[CH:9][CH:8]=[CH:7][C:6]=1[S:12]([NH:15][C:16]1[C:25]([O:2][CH3:1])=[N:24][C:23]2[C:18](=[CH:19][C:20]([Cl:28])=[C:21]([Cl:27])[CH:22]=2)[N:17]=1)(=[O:14])=[O:13]. The catalyst class is: 5.